The task is: Predict the product of the given reaction.. This data is from Forward reaction prediction with 1.9M reactions from USPTO patents (1976-2016). (1) Given the reactants [Br:1][C:2]1([Cl:10])[CH:9]=[CH:8][C:5]([C:6]#[N:7])=[CH:4][CH2:3]1.[ClH:11].[OH-].[Na+], predict the reaction product. The product is: [ClH:10].[Br:1][C:2]1[CH:9]=[CH:8][C:5]([CH2:6][NH2:7])=[C:4]([Cl:11])[CH:3]=1. (2) Given the reactants [NH:1]1[C:9]2[C:4](=[CH:5][CH:6]=[CH:7][C:8]=2[C:10]([OH:12])=O)[CH:3]=[CH:2]1.[C:13]([C:17]1[CH:36]=[CH:35][C:20]([CH2:21][NH:22][CH2:23][CH2:24][N:25]([CH2:33][CH3:34])[C:26]2[CH:27]=[C:28]([CH3:32])[CH:29]=[CH:30][CH:31]=2)=[CH:19][CH:18]=1)([CH3:16])([CH3:15])[CH3:14].CCN=C=NCCCN(C)C.Cl, predict the reaction product. The product is: [C:13]([C:17]1[CH:36]=[CH:35][C:20]([CH2:21][N:22]([CH2:23][CH2:24][N:25]([CH2:33][CH3:34])[C:26]2[CH:27]=[C:28]([CH3:32])[CH:29]=[CH:30][CH:31]=2)[C:10]([C:8]2[CH:7]=[CH:6][CH:5]=[C:4]3[C:9]=2[NH:1][CH:2]=[CH:3]3)=[O:12])=[CH:19][CH:18]=1)([CH3:15])([CH3:14])[CH3:16].